Predict the product of the given reaction. From a dataset of Forward reaction prediction with 1.9M reactions from USPTO patents (1976-2016). The product is: [ClH:3].[ClH:35].[Cl:3][C:4]1[CH:9]=[C:8]([Cl:10])[CH:7]=[CH:6][C:5]=1[C:11]1[C:16]([C:17]2[NH:46][CH:45]=[C:44]([CH3:43])[N:18]=2)=[CH:15][N:14]=[C:13]([NH:22][CH2:23][CH2:24][NH:25][C:26]2[CH:31]=[CH:30][C:29]([N+:32]([O-:34])=[O:33])=[CH:28][N:27]=2)[N:12]=1. Given the reactants Cl.Cl.[Cl:3][C:4]1[CH:9]=[C:8]([Cl:10])[CH:7]=[CH:6][C:5]=1[C:11]1[C:16]([C:17]2C=CN[N:18]=2)=[CH:15][N:14]=[C:13]([NH:22][CH2:23][CH2:24][NH:25][C:26]2[CH:31]=[CH:30][C:29]([N+:32]([O-:34])=[O:33])=[CH:28][N:27]=2)[N:12]=1.[Cl:35]C1C=C(Cl)C=CC=1[C:43](=O)[C:44](C1NC=C(C)N=1)=[CH:45][N:46](C)C, predict the reaction product.